From a dataset of Full USPTO retrosynthesis dataset with 1.9M reactions from patents (1976-2016). Predict the reactants needed to synthesize the given product. (1) Given the product [CH2:1]([C:3]1[C:11]2[C:6](=[CH:7][CH:8]=[CH:9][CH:10]=2)[NH:5][C:4]=1[C:12]1[C:13](=[O:24])[NH:14][N:15]=[C:16]([C:18]2[CH:23]=[CH:22][N:21]=[CH:20][CH:19]=2)[CH:17]=1)[CH3:2], predict the reactants needed to synthesize it. The reactants are: [CH2:1]([C:3]1[C:11]2[C:6](=[CH:7][CH:8]=[CH:9][CH:10]=2)[NH:5][C:4]=1[C:12]1[CH:17]=[C:16]([C:18]2[CH:23]=[CH:22][N:21]=[CH:20][CH:19]=2)[N:15]=[N:14][C:13]=1[O:24]C)[CH3:2].C(#N)C.O.C(O)=O. (2) Given the product [F:11][C:2]1([F:1])[CH2:7][CH2:6][CH:5]([C:8]2[S:10][CH:13]=[C:14]([C:15]([O:17][CH2:18][CH3:19])=[O:16])[N:9]=2)[CH2:4][CH2:3]1, predict the reactants needed to synthesize it. The reactants are: [F:1][C:2]1([F:11])[CH2:7][CH2:6][CH:5]([C:8](=[S:10])[NH2:9])[CH2:4][CH2:3]1.Br[CH2:13][C:14](=O)[C:15]([O:17][CH2:18][CH3:19])=[O:16]. (3) Given the product [CH:1]1[C:10]2[N:9]3[CH2:11][CH2:12][CH2:13][CH2:14][CH2:15][CH:8]3[CH2:7][N:6]([CH2:19][C:20]([NH2:22])=[O:21])[C:5]=2[CH:4]=[CH:3][CH:2]=1, predict the reactants needed to synthesize it. The reactants are: [CH:1]1[C:10]2[N:9]3[CH2:11][CH2:12][CH2:13][CH2:14][CH2:15][CH:8]3[CH2:7][NH:6][C:5]=2[CH:4]=[CH:3][CH:2]=1.[H-].[Na+].Cl[CH2:19][C:20]([NH2:22])=[O:21].C(N(C(C)C)C(C)C)C.BrCC(N)=O.C(=O)(O)[O-].[Na+]. (4) Given the product [Cl:17][C:18]1[CH:26]=[CH:25][CH:24]=[CH:23][C:19]=1[C:20](=[O:21])[CH2:13][C:14](=[O:15])[CH3:16], predict the reactants needed to synthesize it. The reactants are: [Li]CCCC.C(NC(C)C)(C)C.[CH3:13][C:14]([CH3:16])=[O:15].[Cl:17][C:18]1[CH:26]=[CH:25][CH:24]=[CH:23][C:19]=1[C:20](Cl)=[O:21]. (5) Given the product [O:65]=[C:62]1[CH:63]=[CH:64][C:60](=[O:59])[N:61]1[CH2:66][CH2:67][CH2:68][CH2:69][CH2:70][C:71]([NH:73][NH:74][C:12](=[O:13])[CH2:8][CH2:9][CH2:10][CH2:11][CH:9]([CH3:10])[C@@H:8]([C:12]([NH:14][C@H:15]([C:19]([N:21]([C@@H:23]([C@@H:54]([CH3:57])[CH2:55][CH3:56])[C@H:24]([O:52][CH3:53])[CH2:25][C:26]([N:28]1[CH2:32][CH2:31][CH2:30][C@H:29]1[C@H:33]([O:50][CH3:51])[C@@H:34]([CH3:49])[C:35]([NH:37][C@@H:38]([CH2:42][C:43]1[CH:44]=[CH:45][CH:46]=[CH:47][CH:48]=1)[C:39]([NH2:41])=[O:40])=[O:36])=[O:27])[CH3:22])=[O:20])[CH:16]([CH3:17])[CH3:18])=[O:13])[NH:7][CH3:58])=[O:72], predict the reactants needed to synthesize it. The reactants are: C(CCC[N:7]([CH3:58])[C@H:8]([C:12]([NH:14][C@H:15]([C:19]([N:21]([C@@H:23]([C@@H:54]([CH3:57])[CH2:55][CH3:56])[C@H:24]([O:52][CH3:53])[CH2:25][C:26]([N:28]1[CH2:32][CH2:31][CH2:30][C@H:29]1[C@H:33]([O:50][CH3:51])[C@@H:34]([CH3:49])[C:35]([NH:37][C@@H:38]([CH2:42][C:43]1[CH:48]=[CH:47][CH:46]=[CH:45][CH:44]=1)[C:39]([NH2:41])=[O:40])=[O:36])=[O:27])[CH3:22])=[O:20])[CH:16]([CH3:18])[CH3:17])=[O:13])[CH:9]([CH3:11])[CH3:10])(O)=O.[O:59]=[C:60]1[CH:64]=[CH:63][C:62](=[O:65])[N:61]1[CH2:66][CH2:67][CH2:68][CH2:69][CH2:70][C:71]([NH:73][NH2:74])=[O:72]. (6) The reactants are: [CH2:1]([N:4](C)[C:5](=O)OC(C)(C)C)[CH:2]=[CH2:3].CCCCCCCCC.P([O-])([O-])([O-])=O.[K+].[K+].[K+].[C:30]12([CH2:40][NH:41][C:42]([C:44]3[C:45]4[CH:46]=[CH:47][C:48](Cl)=[N:49][C:50]=4[CH:51]=[CH:52][C:53]=3[Cl:54])=[O:43])[CH2:39][CH:34]3[CH2:35][CH:36]([CH2:38][CH:32]([CH2:33]3)[CH2:31]1)[CH2:37]2. Given the product [ClH:54].[C:30]12([CH2:40][NH:41][C:42]([C:44]3[C:45]4[CH:46]=[CH:47][C:48]([CH2:3][CH2:2][CH2:1][NH:4][CH3:5])=[N:49][C:50]=4[CH:51]=[CH:52][C:53]=3[Cl:54])=[O:43])[CH2:37][CH:36]3[CH2:38][CH:32]([CH2:33][CH:34]([CH2:35]3)[CH2:39]1)[CH2:31]2.[ClH:54].[ClH:54].[C:30]12([CH2:40][NH:41][C:42]([C:44]3[C:45]4[CH:46]=[CH:47][C:48]([CH2:3][CH2:2][CH2:1][NH:4][CH3:5])=[N:49][C:50]=4[CH:51]=[CH:52][C:53]=3[Cl:54])=[O:43])[CH2:37][CH:36]3[CH2:38][CH:32]([CH2:33][CH:34]([CH2:35]3)[CH2:39]1)[CH2:31]2, predict the reactants needed to synthesize it.